This data is from Full USPTO retrosynthesis dataset with 1.9M reactions from patents (1976-2016). The task is: Predict the reactants needed to synthesize the given product. (1) Given the product [F:21][C:18]1[CH:19]=[CH:20][C:15]([N:12]2[C:5]3=[C:6]4[C:11](=[C:2]([C:27]5[CH:28]=[CH:29][C:24]([CH:22]=[O:23])=[CH:25][CH:26]=5)[CH:3]=[C:4]3[CH:14]=[N:13]2)[CH:10]=[N:9][CH:8]=[CH:7]4)=[CH:16][CH:17]=1, predict the reactants needed to synthesize it. The reactants are: Br[C:2]1[CH:3]=[C:4]2[CH:14]=[N:13][N:12]([C:15]3[CH:20]=[CH:19][C:18]([F:21])=[CH:17][CH:16]=3)[C:5]2=[C:6]2[C:11]=1[CH:10]=[N:9][CH:8]=[CH:7]2.[CH:22]([C:24]1[CH:29]=[CH:28][C:27](B(O)O)=[CH:26][CH:25]=1)=[O:23]. (2) Given the product [OH:11][CH2:10][CH:9]([NH:8][C:6](=[O:7])[O:5][C:1]([CH3:2])([CH3:4])[CH3:3])[CH2:15][CH:16]([CH2:20][C:21]1[CH:30]=[CH:29][C:28]2[C:23](=[C:24]([O:31][CH2:32][CH2:33][O:34][CH3:35])[CH:25]=[CH:26][CH:27]=2)[CH:22]=1)[CH:17]([CH3:19])[CH3:18], predict the reactants needed to synthesize it. The reactants are: [C:1]([O:5][C:6]([NH:8][CH:9]([CH2:15][CH:16]([CH2:20][C:21]1[CH:30]=[CH:29][C:28]2[C:23](=[C:24]([O:31][CH2:32][CH2:33][O:34][CH3:35])[CH:25]=[CH:26][CH:27]=2)[CH:22]=1)[CH:17]([CH3:19])[CH3:18])[C:10](OCC)=[O:11])=[O:7])([CH3:4])([CH3:3])[CH3:2].[BH4-].[Li+].CO. (3) The reactants are: Br[C:2]1[CH:27]=[CH:26][C:5]([CH2:6][O:7][CH2:8][C@@H:9]2[CH2:11][C@@H:10]2[CH:12]2[CH2:17][CH2:16][N:15]([C:18]3[N:23]=[CH:22][C:21]([CH2:24][CH3:25])=[CH:20][N:19]=3)[CH2:14][CH2:13]2)=[CH:4][CH:3]=1.C([Li])CCC.[CH2:33]1[O:36][C@@H:34]1[CH3:35].B(F)(F)F.CCOCC. Given the product [CH2:24]([C:21]1[CH:20]=[N:19][C:18]([N:15]2[CH2:16][CH2:17][CH:12]([C@H:10]3[CH2:11][C@H:9]3[CH2:8][O:7][CH2:6][C:5]3[CH:26]=[CH:27][C:2]([CH2:33][C@H:34]([OH:36])[CH3:35])=[CH:3][CH:4]=3)[CH2:13][CH2:14]2)=[N:23][CH:22]=1)[CH3:25], predict the reactants needed to synthesize it.